The task is: Binary Classification. Given a drug SMILES string, predict its activity (active/inactive) in a high-throughput screening assay against a specified biological target.. This data is from HIV replication inhibition screening data with 41,000+ compounds from the AIDS Antiviral Screen. The molecule is CC(=NNC(=O)c1ccccc1S(N)(=O)=O)C(CN1CCCCC1)C(C1=C(O)C2C=CC=CC2OC1=O)c1ccccc1.Cl. The result is 0 (inactive).